This data is from Tyrosyl-DNA phosphodiesterase HTS with 341,365 compounds. The task is: Binary Classification. Given a drug SMILES string, predict its activity (active/inactive) in a high-throughput screening assay against a specified biological target. (1) The molecule is S(=O)(=O)(N1CCCC1)c1cc(ccc1)C(=O)NN\C=C1\C(CO)=CN=C(C1=O)C. The result is 0 (inactive). (2) The drug is Clc1c2nonc2c(S(=O)(=O)N2Cc3c4c(CC(OC4)C)c(nc3CC2)CCCC)cc1. The result is 0 (inactive). (3) The molecule is Fc1ccc(CNC(=O)COC(=O)c2cc(OC)c(OCC(C)C)cc2)cc1. The result is 0 (inactive).